Task: Predict the product of the given reaction.. Dataset: Forward reaction prediction with 1.9M reactions from USPTO patents (1976-2016) Given the reactants [CH3:1][O:2][C:3]1[CH:4]=[C:5]([NH2:11])[C:6]([NH:9][CH3:10])=[CH:7][CH:8]=1.[Br:12][C:13]1[CH:14]=[C:15]([CH:19]=O)[CH:16]=[N:17][CH:18]=1.OOS([O-])=O.[K+].C([O-])([O-])=O.[K+].[K+], predict the reaction product. The product is: [Br:12][C:13]1[CH:14]=[C:15]([C:19]2[N:9]([CH3:10])[C:6]3[CH:7]=[CH:8][C:3]([O:2][CH3:1])=[CH:4][C:5]=3[N:11]=2)[CH:16]=[N:17][CH:18]=1.